Task: Predict the reactants needed to synthesize the given product.. Dataset: Full USPTO retrosynthesis dataset with 1.9M reactions from patents (1976-2016) (1) Given the product [CH3:34][C:35]1[C:39]2[CH:40]=[C:41]([O:44][CH2:1][CH:59]3[O:60][CH2:61][CH2:62][N:57]([C:50]([O:52][C:53]([CH3:54])([CH3:55])[CH3:56])=[O:51])[CH2:58]3)[CH:42]=[CH:43][C:38]=2[O:37][C:36]=1[C:45]([O:47][CH2:48][CH3:49])=[O:46], predict the reactants needed to synthesize it. The reactants are: [C:1]1(P(C2C=CC=CC=2)C2C=CC=CC=2)C=CC=CC=1.N(C(OC(C)C)=O)=NC(OC(C)C)=O.[CH3:34][C:35]1[C:39]2[CH:40]=[C:41]([OH:44])[CH:42]=[CH:43][C:38]=2[O:37][C:36]=1[C:45]([O:47][CH2:48][CH3:49])=[O:46].[C:50]([N:57]1[CH2:62][CH2:61][O:60][CH2:59][CH:58]1C(O)=O)([O:52][C:53]([CH3:56])([CH3:55])[CH3:54])=[O:51]. (2) Given the product [C:1]1([S:7][CH2:13][CH2:14][Cl:15])[CH:6]=[CH:5][CH:4]=[CH:3][CH:2]=1, predict the reactants needed to synthesize it. The reactants are: [C:1]1([SH:7])[CH:6]=[CH:5][CH:4]=[CH:3][CH:2]=1.[O-]CC.[Na+].Br[CH2:13][CH2:14][Cl:15].O. (3) Given the product [CH3:22][S:23]([O:11][CH2:10][CH:9]1[CH2:12][CH2:13][CH2:14][N:8]1[C:1]([O:3][C:4]([CH3:7])([CH3:6])[CH3:5])=[O:2])(=[O:25])=[O:24], predict the reactants needed to synthesize it. The reactants are: [C:1]([N:8]1[CH2:14][CH2:13][CH2:12][C@@H:9]1[CH2:10][OH:11])([O:3][C:4]([CH3:7])([CH3:6])[CH3:5])=[O:2].CCN(CC)CC.[CH3:22][S:23](Cl)(=[O:25])=[O:24]. (4) Given the product [C:19]([NH:1][C:2]1[CH:7]=[CH:6][C:5]([C@@H:8]2[CH2:10][C@H:9]2[NH:11][C:12](=[O:18])[O:13][C:14]([CH3:15])([CH3:17])[CH3:16])=[CH:4][CH:3]=1)(=[O:21])[CH3:20], predict the reactants needed to synthesize it. The reactants are: [NH2:1][C:2]1[CH:7]=[CH:6][C:5]([C@@H:8]2[CH2:10][C@H:9]2[NH:11][C:12](=[O:18])[O:13][C:14]([CH3:17])([CH3:16])[CH3:15])=[CH:4][CH:3]=1.[C:19](Cl)(=[O:21])[CH3:20]. (5) Given the product [F:26][C:13]([F:12])([F:25])[C:14]1[CH:15]=[CH:16][C:17]([C:20]2[CH:24]=[C:23]([S:2]([Cl:1])(=[O:5])=[O:3])[S:22][CH:21]=2)=[CH:18][CH:19]=1, predict the reactants needed to synthesize it. The reactants are: [Cl:1][S:2]([OH:5])(=O)=[O:3].P(Cl)(Cl)(Cl)(Cl)Cl.[F:12][C:13]([F:26])([F:25])[C:14]1[CH:19]=[CH:18][C:17]([C:20]2[CH:24]=[CH:23][S:22][CH:21]=2)=[CH:16][CH:15]=1.CCCCCC. (6) Given the product [Cl:1][C:2]1[CH:3]=[CH:4][C:5]([C:20]#[N:21])=[C:6]([C:8]2[CH:13]=[CH:12][N:11]([CH:14]([CH3:18])[C:15]([NH:22][C:23]3[CH:32]=[CH:31][C:26]([C:27]([O:29][CH3:30])=[O:28])=[C:25]([F:33])[CH:24]=3)=[O:17])[C:10](=[O:19])[CH:9]=2)[CH:7]=1, predict the reactants needed to synthesize it. The reactants are: [Cl:1][C:2]1[CH:3]=[CH:4][C:5]([C:20]#[N:21])=[C:6]([C:8]2[CH:13]=[CH:12][N:11]([CH:14]([CH3:18])[C:15]([OH:17])=O)[C:10](=[O:19])[CH:9]=2)[CH:7]=1.[NH2:22][C:23]1[CH:32]=[CH:31][C:26]([C:27]([O:29][CH3:30])=[O:28])=[C:25]([F:33])[CH:24]=1. (7) Given the product [NH2:1][C:2]1[C:7]([C:8]#[C:9][C:10]2[CH:11]=[C:12]([NH:16][C:17]([NH:19][C:20]3[CH:25]=[CH:24][C:23]([Cl:26])=[C:22]([C:27]([F:30])([F:28])[F:29])[CH:21]=3)=[O:18])[CH:13]=[CH:14][CH:15]=2)=[CH:6][C:5]([C:31]2[N:32]=[N:33][N:34]([CH2:36][CH2:37][CH2:38][OH:39])[N:35]=2)=[CH:4][N:3]=1, predict the reactants needed to synthesize it. The reactants are: [NH2:1][C:2]1[C:7]([C:8]#[C:9][C:10]2[CH:11]=[C:12]([NH:16][C:17]([NH:19][C:20]3[CH:25]=[CH:24][C:23]([Cl:26])=[C:22]([C:27]([F:30])([F:29])[F:28])[CH:21]=3)=[O:18])[CH:13]=[CH:14][CH:15]=2)=[CH:6][C:5]([C:31]2[N:32]=[N:33][N:34]([CH2:36][CH2:37][CH2:38][O:39][Si](C(C)(C)C)(C)C)[N:35]=2)=[CH:4][N:3]=1.[F-].C([N+](CCCC)(CCCC)CCCC)CCC.